Dataset: Catalyst prediction with 721,799 reactions and 888 catalyst types from USPTO. Task: Predict which catalyst facilitates the given reaction. (1) Reactant: [CH2:1]1[C:4]2([CH2:9][N:8]([C:10]([O:12][C:13]([CH3:16])([CH3:15])[CH3:14])=[O:11])[CH2:7][CH2:6][O:5]2)[CH2:3][NH:2]1.Br[CH2:18][CH2:19][C:20]1[CH:21]=[C:22]([CH2:26][CH2:27][OH:28])[CH:23]=[CH:24][CH:25]=1.C(=O)([O-])[O-].[K+].[K+]. Product: [OH:28][CH2:27][CH2:26][C:22]1[CH:21]=[C:20]([CH:25]=[CH:24][CH:23]=1)[CH2:19][CH2:18][N:2]1[CH2:3][C:4]2([CH2:9][N:8]([C:10]([O:12][C:13]([CH3:16])([CH3:15])[CH3:14])=[O:11])[CH2:7][CH2:6][O:5]2)[CH2:1]1. The catalyst class is: 47. (2) Reactant: Cl[C:2]1[O:3][C:4]([C:7]2[CH:8]=[C:9]3[C:14](=[CH:15][CH:16]=2)[CH:13]=[N:12][CH:11]=[CH:10]3)=[CH:5][N:6]=1.[NH2:17][C:18]1[CH:19]=[C:20]([NH:24][S:25]([CH2:28][C:29]2[CH:34]=[CH:33][CH:32]=[CH:31][CH:30]=2)(=[O:27])=[O:26])[CH:21]=[CH:22][CH:23]=1. Product: [CH:13]1[C:14]2[C:9](=[CH:8][C:7]([C:4]3[O:3][C:2]([NH:17][C:18]4[CH:19]=[C:20]([NH:24][S:25]([CH2:28][C:29]5[CH:30]=[CH:31][CH:32]=[CH:33][CH:34]=5)(=[O:27])=[O:26])[CH:21]=[CH:22][CH:23]=4)=[N:6][CH:5]=3)=[CH:16][CH:15]=2)[CH:10]=[CH:11][N:12]=1. The catalyst class is: 41. (3) Reactant: [Cl:1][C:2]1[CH:3]=[C:4]([CH:18]=[CH:19][C:20]=1[O:21][CH3:22])[CH2:5][NH:6][C:7]1[C:12]([C:13]([OH:15])=[O:14])=[CH:11][N:10]=[C:9]([S:16][CH3:17])[N:8]=1.C1C=C(Cl)C=C(C(OO)=[O:31])C=1.O. Product: [Cl:1][C:2]1[CH:3]=[C:4]([CH:18]=[CH:19][C:20]=1[O:21][CH3:22])[CH2:5][NH:6][C:7]1[C:12]([C:13]([OH:15])=[O:14])=[CH:11][N:10]=[C:9]([S:16]([CH3:17])=[O:31])[N:8]=1. The catalyst class is: 2. (4) Product: [CH2:18]([O:20][C:21]([C:23]1[C:27]([C:28]([O:30][CH2:31][CH3:32])=[O:29])=[C:26]([N:33]=[CH:9][C:7]2[S:8][C:4]([N+:1]([O-:3])=[O:2])=[CH:5][CH:6]=2)[S:25][C:24]=1[NH2:34])=[O:22])[CH3:19]. The catalyst class is: 32. Reactant: [N+:1]([C:4]1[S:8][C:7]([CH:9]=O)=[CH:6][CH:5]=1)([O-:3])=[O:2].C(O)(C(F)(F)F)=O.[CH2:18]([O:20][C:21]([C:23]1[C:27]([C:28]([O:30][CH2:31][CH3:32])=[O:29])=[C:26]([NH2:33])[S:25][C:24]=1[NH2:34])=[O:22])[CH3:19]. (5) Reactant: Cl[C:2]1[N:3]=[C:4]([O:29][CH:30]2[CH2:34][CH2:33][CH2:32][CH2:31]2)[C:5]2[C:10]([C:11]3[CH:20]=[CH:19][C:14]([C:15]([NH:17][CH3:18])=[O:16])=[CH:13][CH:12]=3)=[CH:9][N:8]([CH2:21][O:22][CH2:23][CH2:24][Si:25]([CH3:28])([CH3:27])[CH3:26])[C:6]=2[N:7]=1.[NH2:35][C:36]1[CH:45]=[CH:44][C:39]([C:40]([NH:42][CH3:43])=[O:41])=[CH:38][C:37]=1[O:46][CH3:47].C1(P(C2C=CC=CC=2)C2C=CC3C(=CC=CC=3)C=2C2C3C(=CC=CC=3)C=CC=2P(C2C=CC=CC=2)C2C=CC=CC=2)C=CC=CC=1.C(=O)([O-])[O-].[Cs+].[Cs+]. Product: [CH:30]1([O:29][C:4]2[C:5]3[C:10]([C:11]4[CH:20]=[CH:19][C:14]([C:15](=[O:16])[NH:17][CH3:18])=[CH:13][CH:12]=4)=[CH:9][N:8]([CH2:21][O:22][CH2:23][CH2:24][Si:25]([CH3:28])([CH3:27])[CH3:26])[C:6]=3[N:7]=[C:2]([NH:35][C:36]3[CH:45]=[CH:44][C:39]([C:40]([NH:42][CH3:43])=[O:41])=[CH:38][C:37]=3[O:46][CH3:47])[N:3]=2)[CH2:34][CH2:33][CH2:32][CH2:31]1. The catalyst class is: 584. (6) Reactant: [Cl:1][C:2]1[CH:3]=[C:4]2[C:8](=[CH:9][CH:10]=1)[NH:7][C:6]([C:11]([OH:13])=O)=[CH:5]2.C1C=CC2N(O)N=NC=2C=1.CCN=C=NCCCN(C)C.[NH2:35][CH:36]1[CH2:45][C:44]2[C:39](=[CH:40][CH:41]=[CH:42][CH:43]=2)[N:38]([CH2:46][C:47]([O:49][CH3:50])=[O:48])[C:37]1=[O:51]. Product: [Cl:1][C:2]1[CH:3]=[C:4]2[C:8](=[CH:9][CH:10]=1)[NH:7][C:6]([C:11]([NH:35][CH:36]1[CH2:45][C:44]3[C:39](=[CH:40][CH:41]=[CH:42][CH:43]=3)[N:38]([CH2:46][C:47]([O:49][CH3:50])=[O:48])[C:37]1=[O:51])=[O:13])=[CH:5]2. The catalyst class is: 232.